From a dataset of Forward reaction prediction with 1.9M reactions from USPTO patents (1976-2016). Predict the product of the given reaction. (1) Given the reactants COCN[C:5]([C:7]1[CH2:11][CH2:10][CH:9]([O:12][Si:13]([C:26]([CH3:29])([CH3:28])[CH3:27])([C:20]2[CH:25]=[CH:24][CH:23]=[CH:22][CH:21]=2)[C:14]2[CH:19]=[CH:18][CH:17]=[CH:16][CH:15]=2)[CH:8]=1)=[O:6].[CH2:30](Cl)[C:31]1[CH:36]=[CH:35][CH:34]=[CH:33][CH:32]=1.[Mg].[Cl-].[NH4+], predict the reaction product. The product is: [Si:13]([O:12][CH:9]1[CH2:10][CH2:11][C:7]([C:5](=[O:6])[CH2:30][C:31]2[CH:36]=[CH:35][CH:34]=[CH:33][CH:32]=2)=[CH:8]1)([C:26]([CH3:27])([CH3:29])[CH3:28])([C:14]1[CH:15]=[CH:16][CH:17]=[CH:18][CH:19]=1)[C:20]1[CH:21]=[CH:22][CH:23]=[CH:24][CH:25]=1. (2) Given the reactants [CH3:1][C:2]1[C:15]2[NH:14][S:13](=[O:17])(=[O:16])[C:12]3[C:7](=[CH:8][CH:9]=[CH:10][CH:11]=3)[C:6]=2[C:5]([CH3:18])=[CH:4][CH:3]=1.[C:19]1([CH3:29])[CH:24]=[CH:23][C:22]([S:25](Cl)(=[O:27])=[O:26])=[CH:21][CH:20]=1.Cl, predict the reaction product. The product is: [CH3:1][C:2]1[C:15]2[N:14]([S:25]([C:22]3[CH:23]=[CH:24][C:19]([CH3:29])=[CH:20][CH:21]=3)(=[O:27])=[O:26])[S:13](=[O:17])(=[O:16])[C:12]3[C:7](=[CH:8][CH:9]=[CH:10][CH:11]=3)[C:6]=2[C:5]([CH3:18])=[CH:4][CH:3]=1. (3) Given the reactants [NH2:1][CH2:2][CH2:3][CH2:4][CH2:5][CH2:6][N:7]1[CH2:12][CH2:11][CH:10]([C:13]2[CH:14]=[C:15]([NH:19][C:20](=[O:24])[CH:21]([CH3:23])[CH3:22])[CH:16]=[CH:17][CH:18]=2)[CH2:9][CH2:8]1.[Cl:25][C:26]1[CH:31]=[CH:30][CH:29]=[C:28]([Cl:32])[C:27]=1[C:33]1[C:37]([C:38](Cl)=[O:39])=[C:36]([CH3:41])[O:35][N:34]=1, predict the reaction product. The product is: [Cl:25][C:26]1[CH:31]=[CH:30][CH:29]=[C:28]([Cl:32])[C:27]=1[C:33]1[C:37]([C:38]([NH:1][CH2:2][CH2:3][CH2:4][CH2:5][CH2:6][N:7]2[CH2:8][CH2:9][CH:10]([C:13]3[CH:18]=[CH:17][CH:16]=[C:15]([NH:19][C:20](=[O:24])[CH:21]([CH3:22])[CH3:23])[CH:14]=3)[CH2:11][CH2:12]2)=[O:39])=[C:36]([CH3:41])[O:35][N:34]=1. (4) Given the reactants [NH2:1][CH:2]1[C:9](=[O:10])[N:8]2[CH:3]1[S:4][CH2:5][C:6]([CH3:14])=[C:7]2[C:11]([OH:13])=[O:12].S(=O)(=O)(O)O.[CH3:20]O, predict the reaction product. The product is: [NH2:1][CH:2]1[C:9](=[O:10])[N:8]2[CH:3]1[S:4][CH2:5][C:6]([CH3:14])=[C:7]2[C:11]([O:13][CH3:20])=[O:12]. (5) Given the reactants [CH2:1]([O:4][C:5](=[O:43])[C:6]1[CH:11]=[CH:10][C:9]([N:12](C(OC(C)(C)C)=O)[CH2:13][C:14]2[CH:19]=[CH:18][C:17]([O:20][C:21](F)(F)F)=[CH:16][CH:15]=2)=[C:8]([NH:32][C:33](=O)[CH2:34][O:35][C:36]2[CH:41]=[CH:40][CH:39]=[CH:38][CH:37]=2)[CH:7]=1)[CH:2]=[CH2:3].Cl, predict the reaction product. The product is: [CH2:1]([O:4][C:5]([C:6]1[CH:11]=[CH:10][C:9]2[N:12]([CH2:13][C:14]3[CH:19]=[CH:18][C:17]([O:20][CH3:21])=[CH:16][CH:15]=3)[C:33]([CH2:34][O:35][C:36]3[CH:37]=[CH:38][CH:39]=[CH:40][CH:41]=3)=[N:32][C:8]=2[CH:7]=1)=[O:43])[CH:2]=[CH2:3]. (6) Given the reactants [Cl:1][C:2]1[CH:18]=[C:17]([I:19])[CH:16]=[CH:15][C:3]=1[O:4][Si:5]([CH:12]([CH3:14])[CH3:13])([CH:9]([CH3:11])[CH3:10])[CH:6]([CH3:8])[CH3:7].C(=O)=O.CC(C)=O.[Li+].CC([N-]C(C)C)C.[Br:35]C(Cl)(Cl)C(Cl)(Cl)Br, predict the reaction product. The product is: [Br:35][C:18]1[C:2]([Cl:1])=[C:3]([CH:15]=[CH:16][C:17]=1[I:19])[O:4][Si:5]([CH:9]([CH3:11])[CH3:10])([CH:12]([CH3:13])[CH3:14])[CH:6]([CH3:7])[CH3:8]. (7) Given the reactants C([O:8][C:9]1[CH:10]=[C:11]([C:15]2[CH:19]=[C:18]([NH:20]/[C:21](/[NH:35][C:36]([CH3:39])([CH3:38])[CH3:37])=[N:22]\[C:23](=[O:34])[C:24]3[CH:29]=[CH:28][C:27]([C:30]([F:33])([F:32])[F:31])=[CH:26][CH:25]=3)[NH:17][N:16]=2)[CH:12]=[CH:13][CH:14]=1)C1C=CC=CC=1.[H][H], predict the reaction product. The product is: [C:36]([NH:35]/[C:21](/[NH:20][C:18]1[NH:17][N:16]=[C:15]([C:11]2[CH:12]=[CH:13][CH:14]=[C:9]([OH:8])[CH:10]=2)[CH:19]=1)=[N:22]/[C:23](=[O:34])[C:24]1[CH:25]=[CH:26][C:27]([C:30]([F:32])([F:33])[F:31])=[CH:28][CH:29]=1)([CH3:39])([CH3:37])[CH3:38]. (8) Given the reactants [Cl:1][C:2]1[C:3]([C:29](=[O:39])[N:30]([CH2:35][CH2:36][CH2:37][CH3:38])[CH2:31][CH2:32][CH2:33][CH3:34])=[N:4][N:5]([C:8]2[CH:16]=[CH:15][C:11]([C:12]([OH:14])=[O:13])=[CH:10][C:9]=2[C:17]([N:19]2[CH2:28][CH2:27][C:26]3[C:21](=[CH:22][CH:23]=[CH:24][CH:25]=3)[CH2:20]2)=[O:18])[C:6]=1C.ClC1C(C(=O)N(CCCC)CCCC)=NN(C2C=CC(C(OCC)=O)=CC=2C(N2CCC3C(=CC=CC=3)C2)=O)C=1, predict the reaction product. The product is: [Cl:1][C:2]1[C:3]([C:29](=[O:39])[N:30]([CH2:35][CH2:36][CH2:37][CH3:38])[CH2:31][CH2:32][CH2:33][CH3:34])=[N:4][N:5]([C:8]2[CH:16]=[CH:15][C:11]([C:12]([OH:14])=[O:13])=[CH:10][C:9]=2[C:17]([N:19]2[CH2:28][CH2:27][C:26]3[C:21](=[CH:22][CH:23]=[CH:24][CH:25]=3)[CH2:20]2)=[O:18])[CH:6]=1. (9) The product is: [F:19][C:20]1[CH:21]=[CH:22][C:23]([C:26]2[NH:27][CH:28]=[C:29]([C:37]3([OH:43])[CH2:42][CH2:41][NH:40][CH2:39][CH2:38]3)[C:30]=2[C:17]2[CH:18]=[CH:11][N:6]=[CH:15][CH:16]=2)=[CH:24][CH:25]=1. Given the reactants [F-].C([N+:6]([CH2:15][CH2:16][CH2:17][CH3:18])([CH2:11]CCC)CCCC)CCC.[F:19][C:20]1[CH:25]=[CH:24][C:23]([C:26]2[N:27]([Si](C(C)C)(C(C)C)C(C)C)[CH:28]=[C:29]([C:37]3([OH:43])[CH2:42][CH2:41][NH:40][CH2:39][CH2:38]3)[C:30]=2C2C=CC=CN=2)=[CH:22][CH:21]=1, predict the reaction product.